This data is from Catalyst prediction with 721,799 reactions and 888 catalyst types from USPTO. The task is: Predict which catalyst facilitates the given reaction. (1) Reactant: [CH2:1]([O:3][C:4]([C:6]1[C:14]2[C:9](=[CH:10][CH:11]=[C:12]([O:15]C3C=CC(C(F)(F)F)=CN=3)[CH:13]=2)[N:8]([C:26]2[CH:31]=[CH:30][C:29]([O:32][CH:33]([CH3:35])[CH3:34])=[CH:28][CH:27]=2)[C:7]=1[CH2:36][C:37]([OH:39])=[O:38])=[O:5])[CH3:2].C([O-])([O-])=O.[K+].[K+].[CH3:46][O:47][C:48](=[O:57])[C:49]1[CH:54]=[CH:53][C:52]([CH3:55])=[N:51][C:50]=1Cl.[CH2:58]1OCCOCCOCCOCCOCCO[CH2:59]1. Product: [CH2:1]([O:3][C:4]([C:6]1[C:14]2[C:9](=[CH:10][CH:11]=[C:12]([O:15][C:50]3[C:49]([C:48]([O:47][CH3:46])=[O:57])=[CH:54][CH:53]=[C:52]([CH3:55])[N:51]=3)[CH:13]=2)[N:8]([C:26]2[CH:27]=[CH:28][C:29]([O:32][CH:33]([CH3:35])[CH3:34])=[CH:30][CH:31]=2)[C:7]=1[CH2:36][C:37]([O:39][CH2:58][CH3:59])=[O:38])=[O:5])[CH3:2]. The catalyst class is: 3. (2) Reactant: Cl.[Cl:2][C:3]1[C:12]([O:13][CH:14]([C:19]2(F)[CH2:24][CH2:23][NH:22][CH2:21][CH2:20]2)[C:15]([F:18])([F:17])[F:16])=[N:11][C:10]2[C:5](=[CH:6][CH:7]=[CH:8][CH:9]=2)[N:4]=1.C(N(CC)CC)C.[CH3:33][S:34](Cl)(=[O:36])=[O:35].[C:38](=O)(O)[O-].[Na+]. Product: [Cl:2][C:3]1[C:12]([O:13][CH:14]([C:19]2([CH3:38])[CH2:24][CH2:23][N:22]([S:34]([CH3:33])(=[O:36])=[O:35])[CH2:21][CH2:20]2)[C:15]([F:18])([F:17])[F:16])=[N:11][C:10]2[C:5](=[CH:6][CH:7]=[CH:8][CH:9]=2)[N:4]=1. The catalyst class is: 4. (3) Reactant: [Cl:1][C:2]1[CH:3]=[CH:4][C:5]2[C:6]3[CH2:14][N:13]([CH3:15])[CH2:12][CH2:11][C:7]=3[NH:8][C:9]=2[CH:10]=1.[H-].[Na+].[CH3:18][C:19]1([C:22]2[CH:27]=[CH:26][N:25]=[CH:24][CH:23]=2)[CH2:21][O:20]1. Product: [Cl:1][C:2]1[CH:3]=[CH:4][C:5]2[C:6]3[CH2:14][N:13]([CH3:15])[CH2:12][CH2:11][C:7]=3[N:8]([CH2:18][C:19]([C:22]3[CH:27]=[CH:26][N:25]=[CH:24][CH:23]=3)([OH:20])[CH3:21])[C:9]=2[CH:10]=1. The catalyst class is: 3. (4) Reactant: [Si:1]([O:8][CH2:9][C@H:10]1[O:14][C@@H:13]([N:15]2[CH:22]=[CH:21][C:19]([NH2:20])=[N:18][C:16]2=[O:17])[C@H:12]([OH:23])[C@:11]1([C:25]#[CH:26])[OH:24])([C:4]([CH3:7])([CH3:6])[CH3:5])([CH3:3])[CH3:2].[CH3:27][N:28]([CH3:33])[CH2:29][C:30](O)=[O:31].Cl.C(N=C=NCCCN(C)C)C. Product: [Si:1]([O:8][CH2:9][C@H:10]1[O:14][C@@H:13]([N:15]2[CH:22]=[CH:21][C:19]([NH:20][C:30](=[O:31])[CH2:29][N:28]([CH3:33])[CH3:27])=[N:18][C:16]2=[O:17])[C@H:12]([OH:23])[C@:11]1([C:25]#[CH:26])[OH:24])([C:4]([CH3:7])([CH3:6])[CH3:5])([CH3:2])[CH3:3]. The catalyst class is: 3. (5) Reactant: [CH2:1]([NH:8][CH2:9][C@@H:10]1[C@H:14]2[O:15][C:16]([CH3:19])([CH3:18])[O:17][C@H:13]2[C@H:12]([N:20]2[CH:28]=[N:27][C:26]3[C:21]2=[N:22][CH:23]=[N:24][C:25]=3[NH2:29])[O:11]1)[C:2]1[CH:7]=[CH:6][CH:5]=[CH:4][CH:3]=1.[C:30]([C:34]1[CH:39]=[CH:38][C:37]([NH:40][C:41]([NH:43][CH2:44][CH2:45][CH:46]=O)=[O:42])=[CH:36][CH:35]=1)([CH3:33])([CH3:32])[CH3:31].[BH-](OC(C)=O)(OC(C)=O)OC(C)=O.[Na+]. Product: [NH2:29][C:25]1[N:24]=[CH:23][N:22]=[C:21]2[C:26]=1[N:27]=[CH:28][N:20]2[C@H:12]1[C@@H:13]2[O:17][C:16]([CH3:19])([CH3:18])[O:15][C@@H:14]2[C@@H:10]([CH2:9][N:8]([CH2:1][C:2]2[CH:3]=[CH:4][CH:5]=[CH:6][CH:7]=2)[CH2:46][CH2:45][CH2:44][NH:43][C:41]([NH:40][C:37]2[CH:36]=[CH:35][C:34]([C:30]([CH3:31])([CH3:33])[CH3:32])=[CH:39][CH:38]=2)=[O:42])[O:11]1. The catalyst class is: 26. (6) The catalyst class is: 6. Reactant: Cl[C:2]1[C:11]2[C:6](=[CH:7][CH:8]=[C:9]([N:12]3[CH2:17][CH2:16][N:15]([C:18](=[O:20])[CH3:19])[CH2:14][CH2:13]3)[CH:10]=2)[CH:5]=[N:4][CH:3]=1.[CH3:21][N:22]1[CH:26]=[C:25]([C:27]2[CH:32]=[CH:31][C:30](B3OC(C)(C)C(C)(C)O3)=[CH:29][CH:28]=2)[CH:24]=[N:23]1.C(#N)C.C(=O)([O-])[O-].[Na+].[Na+]. Product: [CH3:21][N:22]1[CH:26]=[C:25]([C:27]2[CH:28]=[CH:29][C:30]([C:2]3[C:11]4[C:6](=[CH:7][CH:8]=[C:9]([N:12]5[CH2:17][CH2:16][N:15]([C:18](=[O:20])[CH3:19])[CH2:14][CH2:13]5)[CH:10]=4)[CH:5]=[N:4][CH:3]=3)=[CH:31][CH:32]=2)[CH:24]=[N:23]1.